This data is from Reaction yield outcomes from USPTO patents with 853,638 reactions. The task is: Predict the reaction yield, written as a fraction of the theoretical maximum amount of product (1.0 means a 100% yield; for example, 0.34 means a 34% yield). (1) The reactants are [Mg].Br[C:3]1[C:8]([CH:9]([CH3:11])[CH3:10])=[CH:7][C:6]([CH:12]([CH3:14])[CH3:13])=[CH:5][C:4]=1[CH:15]([CH3:17])[CH3:16].Br[C:19]1[CH:24]=[C:23]([O:25][CH3:26])[CH:22]=[C:21]([O:27][CH3:28])[C:20]=1[I:29].II. The catalyst is [H-].C([Al+]CC(C)C)C(C)C.C1COCC1. The product is [I:29][C:20]1[C:21]([O:27][CH3:28])=[CH:22][C:23]([O:25][CH3:26])=[CH:24][C:19]=1[C:3]1[C:8]([CH:9]([CH3:11])[CH3:10])=[CH:7][C:6]([CH:12]([CH3:14])[CH3:13])=[C:5]([C:3]2[CH:8]=[CH:7][CH:6]=[CH:5][CH:4]=2)[C:4]=1[CH:15]([CH3:17])[CH3:16]. The yield is 0.370. (2) No catalyst specified. The product is [NH2:15][C:14]1[C:11](=[N:10][NH:9][C:5]2[CH:6]=[CH:7][CH:8]=[C:3]([C:2]([F:1])([F:16])[F:17])[CH:4]=2)[C:12]([NH2:13])=[N:36][N:35]=1. The yield is 0.310. The reactants are [F:1][C:2]([F:17])([F:16])[C:3]1[CH:4]=[C:5]([NH:9][N:10]=[C:11]([C:14]#[N:15])[C:12]#[N:13])[CH:6]=[CH:7][CH:8]=1.FC(F)(F)C1C=C(C=CC=1)N.C(#N)CC#N.O.[NH2:35][NH2:36]. (3) The reactants are [NH2:1][C:2]1[C:7]2[C:8](=[O:16])[C:9]3[S:15][CH:14]=[CH:13][C:10]=3[CH2:11][S:12][C:6]=2[CH:5]=[CH:4][CH:3]=1.[C:17]1(OB(O)O)[CH:22]=[CH:21][CH:20]=[CH:19][CH:18]=1.C(N(CC)CC)C. The catalyst is C(Cl)Cl.C([O-])(=O)C.[Cu+2].C([O-])(=O)C. The product is [C:17]1([NH:1][C:2]2[C:7]3[C:8](=[O:16])[C:9]4[S:15][CH:14]=[CH:13][C:10]=4[CH2:11][S:12][C:6]=3[CH:5]=[CH:4][CH:3]=2)[CH:22]=[CH:21][CH:20]=[CH:19][CH:18]=1. The yield is 0.900. (4) The reactants are [Br:1][C:2]1[C:3]([F:10])=[C:4]([CH:7]=[CH:8][CH:9]=1)[CH:5]=[O:6].[CH:11]1([Mg]Br)[CH2:13][CH2:12]1. The catalyst is C1COCC1. The product is [Br:1][C:2]1[C:3]([F:10])=[C:4]([CH:5]([CH:11]2[CH2:13][CH2:12]2)[OH:6])[CH:7]=[CH:8][CH:9]=1. The yield is 1.00. (5) The reactants are Br[C:2]1[CH:7]=[CH:6][C:5](/[N:8]=N/N2CCCC2)=[CH:4][CH:3]=1.[Li]C(CC)C.[CH3:20][C:21]([CH3:23])=[O:22]. The catalyst is CCOCC. The product is [NH2:8][C:5]1[CH:4]=[CH:3][C:2]([C:21]([OH:22])([CH3:23])[CH3:20])=[CH:7][CH:6]=1. The yield is 0.559.